From a dataset of Reaction yield outcomes from USPTO patents with 853,638 reactions. Predict the reaction yield, written as a fraction of the theoretical maximum amount of product (1.0 means a 100% yield; for example, 0.34 means a 34% yield). (1) The reactants are [OH-].[Na+].[F:3][C:4]1[CH:5]=[C:6]([CH:16]=[CH:17][C:18]=1[F:19])[CH:7]=[CH:8][C:9]([O:11]CCCC)=[O:10].S(=O)(=O)(O)O. The catalyst is C(O)C. The product is [F:3][C:4]1[CH:5]=[C:6]([CH:16]=[CH:17][C:18]=1[F:19])[CH:7]=[CH:8][C:9]([OH:11])=[O:10]. The yield is 0.960. (2) The reactants are N1C=CC=CC=1.[NH:7]1[CH2:12][CH2:11][O:10][C@H:9]([CH2:13][OH:14])[CH2:8]1.[C:15]([Si:19](Cl)([C:26]1[CH:31]=[CH:30][CH:29]=[CH:28][CH:27]=1)[C:20]1[CH:25]=[CH:24][CH:23]=[CH:22][CH:21]=1)([CH3:18])([CH3:17])[CH3:16]. The catalyst is CN(C1C=CN=CC=1)C.C(Cl)Cl. The product is [Si:19]([O:14][CH2:13][C@H:9]1[O:10][CH2:11][CH2:12][NH:7][CH2:8]1)([C:15]([CH3:18])([CH3:17])[CH3:16])([C:26]1[CH:27]=[CH:28][CH:29]=[CH:30][CH:31]=1)[C:20]1[CH:25]=[CH:24][CH:23]=[CH:22][CH:21]=1. The yield is 0.430. (3) The reactants are [OH:1][CH2:2][CH:3]1[CH2:5][CH:4]1[C:6]([O:8][CH2:9][CH3:10])=[O:7].CCN(CC)CC.[CH3:18][S:19](Cl)(=[O:21])=[O:20]. The catalyst is CN(C1C=CN=CC=1)C.C(Cl)Cl. The product is [CH3:18][S:19]([O:1][CH2:2][CH:3]1[CH2:5][CH:4]1[C:6]([O:8][CH2:9][CH3:10])=[O:7])(=[O:21])=[O:20]. The yield is 0.990. (4) The reactants are [NH:1]1[C:9]2[C:4](=[CH:5][CH:6]=[CH:7][CH:8]=2)[C:3]2([CH2:13][CH2:12][CH2:11][CH2:10]2)[C:2]1=[O:14].C([O-])(=O)C.[Na+].[Br:20]Br.C(=O)([O-])O.[Na+]. The catalyst is C(O)(=O)C. The product is [Br:20][CH:13]1[C:3]2([C:4]3[C:9](=[CH:8][CH:7]=[CH:6][CH:5]=3)[NH:1][C:2]2=[O:14])[CH2:10][CH2:11][CH2:12]1. The yield is 0.960. (5) The reactants are C(OC(=O)[NH:7][CH2:8][C:9]([CH3:31])([C:11]1[CH:16]=[CH:15][C:14]([CH2:17][C:18](=[O:30])[C:19]2[C:28](=[O:29])[C:27]3[C:22](=[CH:23][CH:24]=[CH:25][CH:26]=3)[NH:21][CH:20]=2)=[CH:13][CH:12]=1)[CH3:10])(C)(C)C.C(O)(C(F)(F)F)=O.[OH-].[Na+]. The catalyst is C(Cl)Cl. The product is [NH2:7][CH2:8][C:9]([C:11]1[CH:16]=[CH:15][C:14]([CH2:17][C:18]([C:19]2[C:28](=[O:29])[C:27]3[C:22](=[CH:23][CH:24]=[CH:25][CH:26]=3)[NH:21][CH:20]=2)=[O:30])=[CH:13][CH:12]=1)([CH3:10])[CH3:31]. The yield is 0.910. (6) The reactants are [CH2:1]([S:9][CH2:10][C:11]1[CH:12]=[C:13]([CH:17]=[CH:18][CH:19]=1)[C:14]([OH:16])=O)[CH2:2][C:3]1[CH:8]=[CH:7][CH:6]=[CH:5][CH:4]=1.C(Cl)CCl.C1C=CC2N(O)N=NC=2C=1.[F:34][C:35]1[CH:43]=[CH:42][C:38]([CH2:39][CH2:40][NH2:41])=[CH:37][CH:36]=1. The catalyst is CN(C=O)C.C(OCC)(=O)C.Cl. The product is [F:34][C:35]1[CH:43]=[CH:42][C:38]([CH2:39][CH2:40][NH:41][C:14](=[O:16])[C:13]2[CH:17]=[CH:18][CH:19]=[C:11]([CH2:10][S:9][CH2:1][CH2:2][C:3]3[CH:4]=[CH:5][CH:6]=[CH:7][CH:8]=3)[CH:12]=2)=[CH:37][CH:36]=1. The yield is 0.470. (7) The reactants are [C:1]([C:5]1[CH:6]=[C:7]([NH:11][C:12]([NH:14][C:15]2[CH:20]=[CH:19][CH:18]=[C:17]([O:21][CH:22]3[CH2:27][CH2:26][N:25](OCC4C=CC=CC=4)[C:24](=C=O)[CH2:23]3)[CH:16]=2)=[O:13])[N:8]([CH3:10])[N:9]=1)([CH3:4])([CH3:3])[CH3:2]. The catalyst is [Pd].C(O)C. The product is [C:1]([C:5]1[CH:6]=[C:7]([NH:11][C:12]([NH:14][C:15]2[CH:20]=[CH:19][CH:18]=[C:17]([O:21][CH:22]3[CH2:27][CH2:26][NH:25][CH2:24][CH2:23]3)[CH:16]=2)=[O:13])[N:8]([CH3:10])[N:9]=1)([CH3:4])([CH3:2])[CH3:3]. The yield is 0.720. (8) The reactants are [H-].[Na+].[F:3][C:4]([F:10])([F:9])[C:5](OC)=[O:6].[CH3:11][C:12]#[N:13]. The catalyst is C1COCC1. The product is [F:3][C:4]([F:10])([F:9])[C:5](=[O:6])[CH2:11][C:12]#[N:13]. The yield is 0.830. (9) The reactants are CC(C)([O-])C.[K+].[F:7][C:8]([F:18])([F:17])[O:9][C:10]1[CH:11]=[C:12]([OH:16])[CH:13]=[CH:14][CH:15]=1.[CH2:19]([O:21][C:22](=[O:27])[CH:23]=[C:24](Cl)[CH3:25])[CH3:20]. The catalyst is O1CCCC1. The product is [CH2:19]([O:21][C:22](=[O:27])/[CH:23]=[C:24](/[O:16][C:12]1[CH:13]=[CH:14][CH:15]=[C:10]([O:9][C:8]([F:17])([F:18])[F:7])[CH:11]=1)\[CH3:25])[CH3:20]. The yield is 0.720. (10) The reactants are [CH3:1][N:2]1[C:6]2[CH:7]=[C:8]([C:11]3[NH:15][N:14]=[C:13]([NH2:16])[CH:12]=3)[CH:9]=[CH:10][C:5]=2[N:4]=[CH:3]1.CN1C2C=CC(C3NN=C(N)C=3)=CC=2N=C1.[O:33]1[CH2:35][CH:34]1[CH2:36][N:37]1[CH2:46][CH2:45][C:44]2[C:39](=[CH:40][CH:41]=[CH:42][CH:43]=2)[CH2:38]1.CCN(C(C)C)C(C)C. The catalyst is CCO. The product is [CH2:38]1[C:39]2[C:44](=[CH:43][CH:42]=[CH:41][CH:40]=2)[CH2:45][CH2:46][N:37]1[CH2:36][CH:34]([OH:33])[CH2:35][NH:16][C:13]1[CH:12]=[C:11]([C:8]2[CH:9]=[CH:10][C:5]3[N:4]=[CH:3][N:2]([CH3:1])[C:6]=3[CH:7]=2)[NH:15][N:14]=1. The yield is 0.0410.